Dataset: Full USPTO retrosynthesis dataset with 1.9M reactions from patents (1976-2016). Task: Predict the reactants needed to synthesize the given product. (1) The reactants are: [C:1]([C:3]([C:14](=[O:29])[N:15]([CH:26]([CH3:28])[CH3:27])[C:16]1[CH:25]=[CH:24][C:19]2[N:20]=[C:21]([SH:23])[S:22][C:18]=2[CH:17]=1)=[CH:4][C:5]1[CH:13]=[CH:12][C:8]([C:9]([OH:11])=O)=[CH:7][CH:6]=1)#[N:2].[CH2:30]([NH2:34])[CH:31]([CH3:33])[CH3:32].CN(C(ON1N=NC2C=CC=NC1=2)=[N+](C)C)C.F[P-](F)(F)(F)(F)F.C(N(CC)C(C)C)(C)C. Given the product [CH2:30]([NH:34][C:9](=[O:11])[C:8]1[CH:7]=[CH:6][C:5]([CH:4]=[C:3]([C:1]#[N:2])[C:14](=[O:29])[N:15]([CH:26]([CH3:27])[CH3:28])[C:16]2[CH:25]=[CH:24][C:19]3[N:20]=[C:21]([SH:23])[S:22][C:18]=3[CH:17]=2)=[CH:13][CH:12]=1)[CH:31]([CH3:33])[CH3:32], predict the reactants needed to synthesize it. (2) Given the product [F:1][C:2]1[CH:3]=[C:4]([C@@H:9]2[CH2:11][C@H:15]2[C:14]([OH:17])=[O:16])[CH:5]=[CH:6][C:7]=1[F:8], predict the reactants needed to synthesize it. The reactants are: [F:1][C:2]1[CH:3]=[C:4]([C@@H:9]2[CH2:11][C@H]2C#N)[CH:5]=[CH:6][C:7]=1[F:8].[CH2:14]([OH:16])[CH3:15].[OH2:17].Cl. (3) Given the product [F:46][C:47]1[CH:48]=[C:49]([S:53]([NH:1][C:2]2[CH:7]=[CH:6][CH:5]=[C:4]([C@@H:8]([OH:38])[CH2:9][NH:10][CH2:11][CH2:12][O:13][C:14]3[CH:22]=[C:21]4[C:17]([C:18]([CH3:30])=[N:19][NH:20]4)=[CH:16][CH:15]=3)[CH:3]=2)(=[O:55])=[O:54])[CH:50]=[CH:51][CH:52]=1.[ClH:56], predict the reactants needed to synthesize it. The reactants are: [NH2:1][C:2]1[CH:3]=[C:4]([C@@H:8]([O:38][Si](CC)(CC)CC)[CH2:9][N:10](C(OC(C)(C)C)=O)[CH2:11][CH2:12][O:13][C:14]2[CH:22]=[C:21]3[C:17]([C:18]([CH3:30])=[N:19][N:20]3C(OC(C)(C)C)=O)=[CH:16][CH:15]=2)[CH:5]=[CH:6][CH:7]=1.[F:46][C:47]1[CH:48]=[C:49]([S:53]([Cl:56])(=[O:55])=[O:54])[CH:50]=[CH:51][CH:52]=1.Cl.O1CCOCC1.CC(OC(OC(OC(C)(C)C)=O)=O)(C)C. (4) The reactants are: [C:1]([O:5][C:6]([N:8]([C:17]1[CH:32]=[CH:31][C:20]([C:21]([O:23]CC2C=CC=CC=2)=[O:22])=[CH:19][CH:18]=1)[S:9]([CH2:12][CH2:13][N:14]([CH3:16])[CH3:15])(=[O:11])=[O:10])=[O:7])([CH3:4])([CH3:3])[CH3:2].C([O-])=O.[NH4+].O. Given the product [C:1]([O:5][C:6]([N:8]([C:17]1[CH:32]=[CH:31][C:20]([C:21]([OH:23])=[O:22])=[CH:19][CH:18]=1)[S:9]([CH2:12][CH2:13][N:14]([CH3:16])[CH3:15])(=[O:10])=[O:11])=[O:7])([CH3:4])([CH3:2])[CH3:3], predict the reactants needed to synthesize it. (5) Given the product [ClH:26].[ClH:26].[CH2:1]([NH:8][CH2:9][C@H:10]([NH:12][S:13]([C:16]1[CH:17]=[C:18]2[C:23](=[CH:24][CH:25]=1)[CH:22]=[N:21][CH:20]=[CH:19]2)(=[O:15])=[O:14])[CH3:11])[C:2]1[CH:3]=[CH:4][CH:5]=[CH:6][CH:7]=1, predict the reactants needed to synthesize it. The reactants are: [CH2:1]([NH:8][CH2:9][C@H:10]([NH:12][S:13]([C:16]1[CH:17]=[C:18]2[C:23](=[CH:24][CH:25]=1)[CH:22]=[N:21][CH:20]=[CH:19]2)(=[O:15])=[O:14])[CH3:11])[C:2]1[CH:7]=[CH:6][CH:5]=[CH:4][CH:3]=1.[ClH:26].C(OCC)C. (6) Given the product [C:1]([NH:4][C:5]1[S:6][C:7]([Br:18])=[CH:8][C:9]=1[C:10]([NH2:12])=[O:11])(=[O:3])[CH3:2], predict the reactants needed to synthesize it. The reactants are: [C:1]([NH:4][C:5]1[S:6][CH:7]=[CH:8][C:9]=1[C:10]([NH2:12])=[O:11])(=[O:3])[CH3:2].C([O-])(=O)C.[Na+].[Br:18]Br.